Task: Predict the reactants needed to synthesize the given product.. Dataset: Full USPTO retrosynthesis dataset with 1.9M reactions from patents (1976-2016) (1) Given the product [CH3:31][O:32][CH2:33][C:34]([N:1]1[CH2:4][CH:3]([NH:5][C:6]([C:8]2[C:12]3[N:13]=[CH:14][N:15]=[C:16]([C:17]4[C:25]5[O:24][CH2:23][O:22][C:21]=5[CH:20]=[CH:19][C:18]=4[O:26][CH2:27][CH:28]4[CH2:30][CH2:29]4)[C:11]=3[NH:10][CH:9]=2)=[O:7])[CH2:2]1)=[O:35], predict the reactants needed to synthesize it. The reactants are: [NH:1]1[CH2:4][CH:3]([NH:5][C:6]([C:8]2[C:12]3[N:13]=[CH:14][N:15]=[C:16]([C:17]4[C:25]5[O:24][CH2:23][O:22][C:21]=5[CH:20]=[CH:19][C:18]=4[O:26][CH2:27][CH:28]4[CH2:30][CH2:29]4)[C:11]=3[NH:10][CH:9]=2)=[O:7])[CH2:2]1.[CH3:31][O:32][CH2:33][C:34](Cl)=[O:35]. (2) Given the product [CH2:29]1[C:5]2=[CH:4][C:3](=[O:2])[C:8](=[CH:7][C:6]2=[O:52])[CH2:9][C:10]2=[CH:11][C:12](=[O:51])[C:13](=[CH:48][C:49]2=[O:50])[CH2:14][C:15]2=[CH:16][C:17](=[O:46])[C:18](=[CH:42][C:43]2=[O:44])[CH2:19][C:20]2=[CH:21][C:22](=[O:40])[C:23](=[CH:36][C:37]2=[O:38])[CH2:24][C:25]2=[CH:31][C:30](=[O:32])[C:28]1=[CH:27][C:26]2=[O:34], predict the reactants needed to synthesize it. The reactants are: C[O:2][C:3]1[C:8]2[CH2:9][C:10]3[C:49]([OH:50])=[CH:48][C:13]([CH2:14][C:15]4[C:43]([O:44]C)=[CH:42][C:18]([CH2:19][C:20]5[C:37]([O:38]C)=[CH:36][C:23]([CH2:24][C:25]6[CH:31]=[C:30]([O:32]C)[C:28]([CH2:29][C:5](=[C:6]([O:52]C)[CH:7]=2)[CH:4]=1)=[CH:27][C:26]=6[O:34]C)=[C:22]([O:40]C)[CH:21]=5)=[C:17]([O:46]C)[CH:16]=4)=[C:12]([OH:51])[CH:11]=3.C(#N)C.O=[O+][O-].IC1C=CC=CC=1. (3) Given the product [CH3:20][C:21]1([CH2:26][CH:27]([CH2:7][CH2:5][CH3:6])[C:28]([O:30][CH2:31][CH3:32])=[O:29])[O:22][CH2:23][CH2:24][O:25]1, predict the reactants needed to synthesize it. The reactants are: C([N-][CH:5]([CH3:7])[CH3:6])(C)C.[Li+].CN(C)P(N(C)C)(N(C)C)=O.[CH3:20][C:21]1([CH2:26][CH2:27][C:28]([O:30][CH2:31][CH3:32])=[O:29])[O:25][CH2:24][CH2:23][O:22]1.C(I)CC. (4) Given the product [Br-:33].[C:9]([C:8]([C:17]1[CH:22]=[CH:21][CH:20]=[CH:19][CH:18]=1)([C:11]1[CH:12]=[CH:13][CH:14]=[CH:15][CH:16]=1)[C:4]12[CH2:7][N+:1]([CH2:32][CH2:31][CH2:30][O:29][C:23]3[CH:28]=[CH:27][CH:26]=[CH:25][CH:24]=3)([CH2:6][CH2:5]1)[CH2:2][CH2:3]2)#[N:10], predict the reactants needed to synthesize it. The reactants are: [N:1]12[CH2:7][C:4]([C:8]([C:17]3[CH:22]=[CH:21][CH:20]=[CH:19][CH:18]=3)([C:11]3[CH:16]=[CH:15][CH:14]=[CH:13][CH:12]=3)[C:9]#[N:10])([CH2:5][CH2:6]1)[CH2:3][CH2:2]2.[C:23]1([O:29][CH2:30][CH2:31][CH2:32][Br:33])[CH:28]=[CH:27][CH:26]=[CH:25][CH:24]=1.